This data is from Forward reaction prediction with 1.9M reactions from USPTO patents (1976-2016). The task is: Predict the product of the given reaction. The product is: [C:1]([NH:4][CH2:5][CH2:6][CH2:7][S:8]([O:11][CH2:12][C:13]([CH3:28])([CH3:29])[C@@H:14]([OH:20])[C:15]([O:17][CH2:18][CH3:19])=[O:16])(=[O:9])=[O:10])(=[O:3])[CH3:2]. Given the reactants [C:1]([NH:4][CH2:5][CH2:6][CH2:7][S:8]([O:11][CH2:12][C:13]([CH3:29])([CH3:28])[C@@H:14]([O:20]CC1C=CC=CC=1)[C:15]([O:17][CH2:18][CH3:19])=[O:16])(=[O:10])=[O:9])(=[O:3])[CH3:2], predict the reaction product.